Dataset: Full USPTO retrosynthesis dataset with 1.9M reactions from patents (1976-2016). Task: Predict the reactants needed to synthesize the given product. (1) The reactants are: [C:1](Cl)(Cl)=[O:2].[Cl:5][C:6]1[CH:11]=[CH:10][C:9]([CH:12]2[CH:16]([C:17]3[CH:22]=[CH:21][C:20]([Cl:23])=[CH:19][CH:18]=3)[NH:15][C:14]([C:24]3[C:29]([O:30][CH3:31])=[CH:28][CH:27]=[CH:26][C:25]=3[O:32][CH2:33][CH3:34])=[N:13]2)=[CH:8][CH:7]=1.C(N(CC)CC)C.[NH:42]1[CH2:47][CH2:46][NH:45][CH2:44][CH2:43]1. Given the product [Cl:5][C:6]1[CH:7]=[CH:8][C:9]([CH:12]2[CH:16]([C:17]3[CH:18]=[CH:19][C:20]([Cl:23])=[CH:21][CH:22]=3)[N:15]([C:1]([N:42]3[CH2:47][CH2:46][NH:45][CH2:44][CH2:43]3)=[O:2])[C:14]([C:24]3[C:29]([O:30][CH3:31])=[CH:28][CH:27]=[CH:26][C:25]=3[O:32][CH2:33][CH3:34])=[N:13]2)=[CH:10][CH:11]=1, predict the reactants needed to synthesize it. (2) Given the product [N:8]1([CH2:7][C:6]2[CH:14]=[CH:15][C:3]([C:1]#[C:2][C:19]3[CH:20]=[C:21]([C:23]4[NH:32][C:26]5[N:27]=[CH:28][NH:29][C:30](=[O:31])[C:25]=5[CH:24]=4)[CH:22]=[CH:17][N:18]=3)=[CH:4][CH:5]=2)[CH2:9][CH2:10][O:11][CH2:12][CH2:13]1, predict the reactants needed to synthesize it. The reactants are: [C:1]([C:3]1[CH:15]=[CH:14][C:6]([CH2:7][N:8]2[CH2:13][CH2:12][O:11][CH2:10][CH2:9]2)=[CH:5][CH:4]=1)#[CH:2].Cl[C:17]1[CH:22]=[C:21]([C:23]2[NH:32][C:26]3[N:27]=[CH:28][NH:29][C:30](=[O:31])[C:25]=3[CH:24]=2)[CH:20]=[CH:19][N:18]=1. (3) Given the product [NH2:12][CH2:13][CH2:14][C:6]1[C:5]2[C:9](=[CH:10][C:2]([F:1])=[C:3]([O:16][CH3:17])[CH:4]=2)[NH:8][C:7]=1[C:11]([OH:20])=[O:15], predict the reactants needed to synthesize it. The reactants are: [F:1][C:2]1[CH:10]=[C:9]2[C:5]([C:6]3[CH2:14][CH2:13][NH:12][C:11](=[O:15])[C:7]=3[NH:8]2)=[CH:4][C:3]=1[O:16][CH3:17].C([OH:20])C.[OH-].[K+]. (4) Given the product [CH2:1]([O:8][N:9]1[C:15](=[O:16])[N:14]2[CH2:17][C@H:10]1[CH2:11][CH2:12][C@H:13]2[C:18]([NH:21][O:22][CH:23]1[CH2:24][CH2:25][N:26]([C:29]([O:31][C:32]([CH3:35])([CH3:34])[CH3:33])=[O:30])[CH2:27][CH2:28]1)=[O:20])[C:2]1[CH:3]=[CH:4][CH:5]=[CH:6][CH:7]=1, predict the reactants needed to synthesize it. The reactants are: [CH2:1]([O:8][N:9]1[C:15](=[O:16])[N:14]2[CH2:17][C@H:10]1[CH2:11][CH2:12][C@H:13]2[C:18]([OH:20])=O)[C:2]1[CH:7]=[CH:6][CH:5]=[CH:4][CH:3]=1.[NH2:21][O:22][CH:23]1[CH2:28][CH2:27][N:26]([C:29]([O:31][C:32]([CH3:35])([CH3:34])[CH3:33])=[O:30])[CH2:25][CH2:24]1.OC1C2N=NNC=2C=CC=1.Cl.C(N=C=NCCCN(C)C)C. (5) Given the product [F:16][CH:2]([F:1])[CH:3]([O:15][S:18]([CH3:17])(=[O:20])=[O:19])[CH2:4][O:5][C:6]1[CH:10]=[C:9]([C:11]([O:13][CH3:14])=[O:12])[O:8][N:7]=1, predict the reactants needed to synthesize it. The reactants are: [F:1][CH:2]([F:16])[CH:3]([OH:15])[CH2:4][O:5][C:6]1[CH:10]=[C:9]([C:11]([O:13][CH3:14])=[O:12])[O:8][N:7]=1.[CH3:17][S:18](Cl)(=[O:20])=[O:19].C(N(CC)CC)C.C1COCC1. (6) Given the product [C:9]([O:8][C:7](=[O:13])[NH:6][C@H:3]1[CH2:4][CH2:5][N:1]([C:22]2[C:23]3[N:24]([N:28]=[CH:29][CH:30]=3)[CH:25]=[CH:26][N:27]=2)[CH2:2]1)([CH3:10])([CH3:12])[CH3:11], predict the reactants needed to synthesize it. The reactants are: [NH:1]1[CH2:5][CH2:4][C@H:3]([NH:6][C:7](=[O:13])[O:8][C:9]([CH3:12])([CH3:11])[CH3:10])[CH2:2]1.C(NC(C)C)(C)C.Cl[C:22]1[C:23]2[N:24]([N:28]=[CH:29][CH:30]=2)[CH:25]=[CH:26][N:27]=1.